Dataset: Reaction yield outcomes from USPTO patents with 853,638 reactions. Task: Predict the reaction yield, written as a fraction of the theoretical maximum amount of product (1.0 means a 100% yield; for example, 0.34 means a 34% yield). (1) The reactants are C([Li])CCC.C(NC(C)C)(C)C.[C:13]([O:17][C:18]([N:20]1[C@H:24]2[CH2:25][CH2:26][CH2:27][CH2:28][C@H:23]2[N:22]([C:29]2[C:37]([F:38])=[CH:36][C:32]([C:33]([OH:35])=[O:34])=[C:31]([Cl:39])[N:30]=2)[CH2:21]1)=[O:19])([CH3:16])([CH3:15])[CH3:14].CN([CH:43]=[O:44])C.Cl. The catalyst is C1COCC1. The product is [Cl:39][C:31]1[C:32]2[C:33](=[O:35])[O:34][CH:43]([OH:44])[C:36]=2[C:37]([F:38])=[C:29]([N:22]2[C@@H:23]3[CH2:28][CH2:27][CH2:26][CH2:25][C@@H:24]3[N:20]([C:18]([O:17][C:13]([CH3:16])([CH3:14])[CH3:15])=[O:19])[CH2:21]2)[N:30]=1. The yield is 0.910. (2) The reactants are CO[C:3](=[O:8])[C:4]([NH2:7])([CH3:6])[CH3:5].C(N(CC)C(C)C)(C)C.[Br:18][C:19]1[C:24]([CH3:25])=[CH:23][C:22]([NH:26][C:27](=O)[O:28]C)=[CH:21][C:20]=1[CH3:31].O. The catalyst is CC(N(C)C)=O. The product is [Br:18][C:19]1[C:24]([CH3:25])=[CH:23][C:22]([N:26]2[C:3](=[O:8])[C:4]([CH3:5])([CH3:6])[NH:7][C:27]2=[O:28])=[CH:21][C:20]=1[CH3:31]. The yield is 0.280. (3) The reactants are [CH2:1]([O:3][C:4]([C:6]1[CH:10]=[C:9]([OH:11])[NH:8][N:7]=1)=[O:5])[CH3:2].[C:12](=O)([O-])[O-].[Cs+].[Cs+].IC. The catalyst is CN(C)C=O. The product is [CH2:1]([O:3][C:4]([C:6]1[CH:10]=[C:9]([O:11][CH3:12])[NH:8][N:7]=1)=[O:5])[CH3:2]. The yield is 0.380. (4) The reactants are [F:1][C:2]1[C:3]([C:8]2([NH:12]C(=O)OC)[CH2:11][CH2:10][CH2:9]2)=[N:4][CH:5]=[CH:6][CH:7]=1.[OH-].[Na+]. The catalyst is C(O)C. The product is [F:1][C:2]1[C:3]([C:8]2([NH2:12])[CH2:11][CH2:10][CH2:9]2)=[N:4][CH:5]=[CH:6][CH:7]=1. The yield is 0.930. (5) The reactants are [OH:1][C:2]12[CH2:11][CH:6]3[CH2:7][CH:8]([CH2:10][CH:4]([C:5]3=[O:12])[CH2:3]1)[CH2:9]2.CN(C1C=CC=CN=1)C.[C:22](OC(=O)C)(=[O:24])[CH3:23]. The catalyst is ClCCl. The product is [O:12]=[C:5]1[CH:6]2[CH2:7][CH:8]3[CH2:9][C:2]([O:1][C:22](=[O:24])[CH3:23])([CH2:3][CH:4]1[CH2:10]3)[CH2:11]2. The yield is 0.958. (6) The reactants are [Si:1]([O:8][C@H:9]([CH3:12])[CH2:10][OH:11])([C:4]([CH3:7])([CH3:6])[CH3:5])([CH3:3])[CH3:2].C1(P(C2C=CC=CC=2)C2C=CC=CC=2)C=CC=CC=1.O[N:33]1[C:37](=[O:38])[C:36]2=[CH:39][CH:40]=[CH:41][CH:42]=[C:35]2[C:34]1=[O:43].CC(OC(/N=N/C(OC(C)C)=O)=O)C. The catalyst is C1COCC1. The product is [Si:1]([O:8][C@H:9]([CH3:12])[CH2:10][O:11][N:33]1[C:37](=[O:38])[C:36]2[C:35](=[CH:42][CH:41]=[CH:40][CH:39]=2)[C:34]1=[O:43])([C:4]([CH3:7])([CH3:6])[CH3:5])([CH3:3])[CH3:2]. The yield is 0.610. (7) The reactants are [CH2:1]([N:5]1[C:9](=[O:10])[C:8](Cl)=[C:7]([C:12]2[CH:17]=[CH:16][CH:15]=[CH:14][CH:13]=2)[S:6]1(=[O:19])=[O:18])[CH2:2][CH2:3][CH3:4].[NH:20]1[C:28]2[C:23](=[CH:24][C:25]([NH2:29])=[CH:26][CH:27]=2)[CH:22]=[CH:21]1. The catalyst is CN(C=O)C. The product is [CH2:1]([N:5]1[C:9](=[O:10])[C:8]([NH:29][C:25]2[CH:24]=[C:23]3[C:28](=[CH:27][CH:26]=2)[NH:20][CH:21]=[CH:22]3)=[C:7]([C:12]2[CH:17]=[CH:16][CH:15]=[CH:14][CH:13]=2)[S:6]1(=[O:19])=[O:18])[CH2:2][CH2:3][CH3:4]. The yield is 0.965.